From a dataset of Forward reaction prediction with 1.9M reactions from USPTO patents (1976-2016). Predict the product of the given reaction. Given the reactants C1(P(C2C=CC=CC=2)C2C=CC=CC=2)C=CC=CC=1.N1C=CN=C1.[I:25]I.[C:27]([O:31][C:32]([NH:34][CH2:35][CH2:36][O:37][CH2:38][CH2:39]O)=[O:33])([CH3:30])([CH3:29])[CH3:28], predict the reaction product. The product is: [C:27]([O:31][C:32]([NH:34][CH2:35][CH2:36][O:37][CH2:38][CH2:39][I:25])=[O:33])([CH3:30])([CH3:29])[CH3:28].